Dataset: Reaction yield outcomes from USPTO patents with 853,638 reactions. Task: Predict the reaction yield, written as a fraction of the theoretical maximum amount of product (1.0 means a 100% yield; for example, 0.34 means a 34% yield). (1) The reactants are [C:1]([C:4]1[C:9]([C:10]2[CH:15]=[CH:14][CH:13]=[CH:12][CH:11]=2)=[N:8][N:7]([CH2:16][CH3:17])[C:6](=[O:18])[C:5]=1[N+:19]([O-])=O)(=[O:3])[CH3:2].[NH:22]1[C:30]2[C:25](=[CH:26][CH:27]=[CH:28][C:29]=2N)[CH:24]=[N:23]1. The catalyst is C(O)C. The product is [C:1]([C:4]1[C:9]([C:10]2[CH:15]=[CH:14][CH:13]=[CH:12][CH:11]=2)=[N:8][N:7]([CH2:16][CH3:17])[C:6](=[O:18])[C:5]=1[NH:19][C:29]1[CH:28]=[CH:27][CH:26]=[C:25]2[C:30]=1[NH:22][N:23]=[CH:24]2)(=[O:3])[CH3:2]. The yield is 0.865. (2) The yield is 0.380. The product is [N+:1]([C:4]1[CH:9]=[CH:8][C:7]([O:20][C:12]2[O:18][C:15]([CH:16]=[O:17])=[CH:14][CH:13]=2)=[CH:6][CH:5]=1)([O-:3])=[O:2]. The reactants are [N+:1]([C:4]1[CH:9]=[CH:8][CH:7]=[CH:6][C:5]=1O)([O-:3])=[O:2].Br[C:12]1[O:18][C:15]([CH:16]=[O:17])=[CH:14][CH:13]=1.C([O-])([O-])=[O:20].[K+].[K+]. The catalyst is CN(C=O)C. (3) The reactants are C([O:3][C:4]([C:6]1([C:9]2[CH:14]=[CH:13][C:12]([C:15]3[CH:20]=[CH:19][C:18]([C:21]4[S:22][C:23]([Cl:40])=[CH:24][C:25]=4[NH:26][C:27]([O:29][C@@H:30]([C:32]4[CH:37]=[CH:36][C:35]([F:38])=[C:34]([F:39])[CH:33]=4)[CH3:31])=[O:28])=[CH:17][C:16]=3[O:41][CH3:42])=[CH:11][CH:10]=2)[CH2:8][CH2:7]1)=[O:5])C.[OH-].[Na+].Cl. The catalyst is C(O)(C)C. The product is [Cl:40][C:23]1[S:22][C:21]([C:18]2[CH:19]=[CH:20][C:15]([C:12]3[CH:13]=[CH:14][C:9]([C:6]4([C:4]([OH:5])=[O:3])[CH2:8][CH2:7]4)=[CH:10][CH:11]=3)=[C:16]([O:41][CH3:42])[CH:17]=2)=[C:25]([NH:26][C:27]([O:29][C@@H:30]([C:32]2[CH:37]=[CH:36][C:35]([F:38])=[C:34]([F:39])[CH:33]=2)[CH3:31])=[O:28])[CH:24]=1. The yield is 0.330. (4) The reactants are [C:1]([C:3]1[C:8]([C:9]2[N:13]([S:14]([C:17]3[CH:18]=[N:19][C:20]([O:23][CH3:24])=[CH:21][CH:22]=3)(=[O:16])=[O:15])[CH:12]=[C:11]([CH2:25][N:26](C)[C:27](=O)OC(C)(C)C)[CH:10]=2)=[CH:7][CH:6]=[CH:5][N:4]=1)#[N:2].C(OCC)(=O)C.[ClH:41]. The catalyst is C(OCC)(=O)C.C(O)C. The product is [ClH:41].[CH3:24][O:23][C:20]1[N:19]=[CH:18][C:17]([S:14]([N:13]2[CH:12]=[C:11]([CH2:25][NH:26][CH3:27])[CH:10]=[C:9]2[C:8]2[C:3]([C:1]#[N:2])=[N:4][CH:5]=[CH:6][CH:7]=2)(=[O:16])=[O:15])=[CH:22][CH:21]=1. The yield is 0.790. (5) The reactants are Br[C:2]1[CH:3]=[CH:4][C:5]2[N:9]=[C:8]([CH2:10][O:11][CH2:12][C:13]3([C:20]4[CH:25]=[CH:24][CH:23]=[CH:22][CH:21]=4)[CH2:18][CH2:17][N:16]([CH3:19])[CH2:15][CH2:14]3)[N:7]([CH2:26][CH:27]3[CH2:29][CH2:28]3)[C:6]=2[CH:30]=1.[CH:31]1(B(O)O)[CH2:33][CH2:32]1.C(C1C=CC(C2C=CC3N(CC4CC4)C(COCC4(C5C=CC=CC=5)CCN(C(OC(C)(C)C)=O)CC4)=NC=3C=2)=CC=1)#N. No catalyst specified. The product is [CH:31]1([C:2]2[CH:3]=[CH:4][C:5]3[N:9]=[C:8]([CH2:10][O:11][CH2:12][C:13]4([C:20]5[CH:25]=[CH:24][CH:23]=[CH:22][CH:21]=5)[CH2:14][CH2:15][N:16]([CH3:19])[CH2:17][CH2:18]4)[N:7]([CH2:26][CH:27]4[CH2:29][CH2:28]4)[C:6]=3[CH:30]=2)[CH2:33][CH2:32]1. The yield is 0.920. (6) The reactants are [NH2:1][C:2]1[C:7]([C:8]2[O:12][N:11]=[C:10]([CH2:13][C:14]3[CH:19]=[CH:18][C:17]([OH:20])=[CH:16][CH:15]=3)[CH:9]=2)=[CH:6][CH:5]=[CH:4][N:3]=1.[OH-].[Na+].[CH:23]1([CH2:26]Br)[CH2:25][CH2:24]1.[I-].[Na+]. The catalyst is CO. The product is [CH:23]1([CH2:26][O:20][C:17]2[CH:18]=[CH:19][C:14]([CH2:13][C:10]3[CH:9]=[C:8]([C:7]4[C:2]([NH2:1])=[N:3][CH:4]=[CH:5][CH:6]=4)[O:12][N:11]=3)=[CH:15][CH:16]=2)[CH2:25][CH2:24]1. The yield is 0.300. (7) The reactants are [F:1][C:2]1[C:3]([CH2:24][N:25](C)[C:26](=O)OC(C)(C)C)=[CH:4][N:5]([S:14]([C:17]2[C:22]([CH3:23])=[CH:21][CH:20]=[CH:19][N:18]=2)(=[O:16])=[O:15])[C:6]=1[C:7]1[C:8]([F:13])=[N:9][CH:10]=[CH:11][CH:12]=1.C(OCC)(=O)C.Cl. The catalyst is C(OCC)(=O)C.CC(O)C. The product is [F:1][C:2]1[C:3]([CH2:24][NH:25][CH3:26])=[CH:4][N:5]([S:14]([C:17]2[C:22]([CH3:23])=[CH:21][CH:20]=[CH:19][N:18]=2)(=[O:16])=[O:15])[C:6]=1[C:7]1[C:8]([F:13])=[N:9][CH:10]=[CH:11][CH:12]=1. The yield is 0.540.